Dataset: Peptide-MHC class I binding affinity with 185,985 pairs from IEDB/IMGT. Task: Regression. Given a peptide amino acid sequence and an MHC pseudo amino acid sequence, predict their binding affinity value. This is MHC class I binding data. The peptide sequence is QFLKFSLPFPFLYKFLL. The MHC is HLA-A68:01 with pseudo-sequence HLA-A68:01. The binding affinity (normalized) is 0.254.